From a dataset of Full USPTO retrosynthesis dataset with 1.9M reactions from patents (1976-2016). Predict the reactants needed to synthesize the given product. (1) Given the product [CH3:35][O:34][C:31]1[CH:30]=[CH:29][C:28]([C:25]2[CH:24]=[CH:23][C:22]([S:19]([N:18]([CH3:62])[C:5]3([C:3]([OH:2])=[O:4])[CH2:10][CH2:9][N:8]([C:11]([N:38]4[CH2:36][CH2:43][O:44][CH2:45][CH2:46]4)=[O:12])[CH2:7][CH2:6]3)(=[O:20])=[O:21])=[CH:27][CH:26]=2)=[CH:33][CH:32]=1, predict the reactants needed to synthesize it. The reactants are: C[O:2][C:3]([C:5]1([NH:18][S:19]([C:22]2[CH:27]=[CH:26][C:25]([C:28]3[CH:33]=[CH:32][C:31]([O:34][CH3:35])=[CH:30][CH:29]=3)=[CH:24][CH:23]=2)(=[O:21])=[O:20])[CH2:10][CH2:9][N:8]([C:11](OC(C)(C)C)=[O:12])[CH2:7][CH2:6]1)=[O:4].[CH2:36]([N:38](CC)CC)C.[CH3:43][O:44][C:45]1[CH:46]=C(S(Cl)(=O)=O)C(C2C=CC=CC=2)=CC=1.Cl[CH2:62]Cl. (2) Given the product [C:39]([C:38]1[CH:37]=[C:36]([C:34]#[C:35][C:2]2[C:7]([C:8]([F:11])([F:10])[F:9])=[CH:6][N:5]=[C:4]([NH:12][C:13]3[CH:18]=[CH:17][C:16]([CH:19]4[CH2:24][CH2:23][N:22]([C:25]([O:27][C:28]([CH3:31])([CH3:30])[CH3:29])=[O:26])[CH2:21][CH2:20]4)=[CH:15][C:14]=3[O:32][CH3:33])[N:3]=2)[CH:44]=[CH:43][CH:42]=1)(=[O:40])[NH2:41], predict the reactants needed to synthesize it. The reactants are: Cl[C:2]1[C:7]([C:8]([F:11])([F:10])[F:9])=[CH:6][N:5]=[C:4]([NH:12][C:13]2[CH:18]=[CH:17][C:16]([CH:19]3[CH2:24][CH2:23][N:22]([C:25]([O:27][C:28]([CH3:31])([CH3:30])[CH3:29])=[O:26])[CH2:21][CH2:20]3)=[CH:15][C:14]=2[O:32][CH3:33])[N:3]=1.[C:34]([C:36]1[CH:37]=[C:38]([CH:42]=[CH:43][CH:44]=1)[C:39]([NH2:41])=[O:40])#[CH:35].C1(P(C2C=CC=CC=2)C2C=CC=CC=2)C=CC=CC=1.C(N(CC)CC)C. (3) Given the product [Br:9][CH2:10][CH2:11][CH2:12][O:8][C:3]1[CH:4]=[CH:5][CH:6]=[CH:7][C:2]=1[F:1], predict the reactants needed to synthesize it. The reactants are: [F:1][C:2]1[CH:7]=[CH:6][CH:5]=[CH:4][C:3]=1[OH:8].[Br:9][CH2:10][CH2:11][CH2:12]Br.C(=O)([O-])[O-].[K+].[K+]. (4) The reactants are: [C:1](#[N:4])[CH:2]=[CH2:3].[CH2:5](O)[CH3:6].[CH2:8]([NH2:26])[CH2:9][CH2:10][CH2:11][CH2:12][CH2:13][CH2:14][CH2:15][CH2:16][CH2:17][CH2:18][CH2:19][CH2:20][CH2:21][CH2:22][CH2:23][CH2:24][CH3:25].O.[NH3:28].[C:29](O)(=O)C. Given the product [C:29]([CH2:5][CH2:6][N:26]([CH2:8][CH2:9][CH2:10][CH2:11][CH2:12][CH2:13][CH2:14][CH2:15][CH2:16][CH2:17][CH2:18][CH2:19][CH2:20][CH2:21][CH2:22][CH2:23][CH2:24][CH3:25])[CH2:3][CH2:2][C:1]#[N:4])#[N:28], predict the reactants needed to synthesize it. (5) Given the product [NH2:1][C:2]1[C:10]([Br:11])=[CH:9][C:8]([O:12][C:13]([F:16])([F:15])[F:14])=[CH:7][C:3]=1[C:4]([NH:24][CH2:23][C:22]1[CH:25]=[C:18]([Cl:17])[CH:19]=[CH:20][C:21]=1[S:26][CH2:27][CH3:28])=[O:6], predict the reactants needed to synthesize it. The reactants are: [NH2:1][C:2]1[C:10]([Br:11])=[CH:9][C:8]([O:12][C:13]([F:16])([F:15])[F:14])=[CH:7][C:3]=1[C:4]([OH:6])=O.[Cl:17][C:18]1[CH:19]=[CH:20][C:21]([S:26][CH2:27][CH3:28])=[C:22]([CH:25]=1)[CH2:23][NH2:24].Cl.ClC1C=CC(S(CC)(=O)=O)=C(C=1)CN. (6) Given the product [CH3:12][C@H:4]([NH:3][C:57](=[O:59])[O:60][C:15]([CH3:21])([CH3:16])[CH3:14])[CH2:5][CH2:6][NH:7][CH2:8][CH2:9][O:10][CH3:11].[ClH:1].[ClH:1].[NH2:32][C@@H:33]([CH3:41])[CH2:34][CH2:35][NH:36][CH2:37][CH2:38][O:39][CH3:40].[F:13][C:14]1[CH:19]=[C:18]([F:20])[CH:17]=[CH:16][C:15]=1[CH2:21][NH:22][C:23]([C:25]1[C:26](=[O:46])[C:27]([OH:45])=[C:28]2[C:42](=[O:43])[N:32]3[C@@H:33]([CH3:41])[CH2:34][CH2:35][N:36]([CH2:37][CH2:38][O:39][CH3:40])[C@@H:31]3[CH2:30][N:29]2[CH:44]=1)=[O:24].[F:13][C:14]1[CH:19]=[C:18]([F:20])[CH:17]=[CH:16][C:15]=1[CH2:21][NH:22][C:23]([C:25]1[C:26](=[O:46])[C:27]([O:45][CH2:4][C:48]2[CH:49]=[CH:50][CH:58]=[CH:57][CH:56]=2)=[C:28]2[C:42](=[O:43])[N:32]3[C@@H:33]([CH3:41])[CH2:34][CH2:35][N:36]([CH2:37][CH2:38][O:39][CH3:40])[C@@H:31]3[CH2:30][N:29]2[CH:44]=1)=[O:24], predict the reactants needed to synthesize it. The reactants are: [ClH:1].Cl.[NH2:3][C@@H:4]([CH3:12])[CH2:5][CH2:6][NH:7][CH2:8][CH2:9][O:10][CH3:11].[F:13][C:14]1[CH:19]=[C:18]([F:20])[CH:17]=[CH:16][C:15]=1[CH2:21][NH:22][C:23]([C:25]1[C:26](=[O:46])[C:27]([OH:45])=[C:28]2[C:42](=[O:43])[N:32]3[C@@H:33]([CH3:41])[CH2:34][CH2:35][N:36]([CH2:37][CH2:38][O:39][CH3:40])[C@@H:31]3[CH2:30][N:29]2[CH:44]=1)=[O:24].N[C@@H:48]([CH3:56])[CH2:49][CH2:50]NCCOC.[C:57]([OH:60])(=[O:59])[CH3:58]. (7) The reactants are: [C:1]([N:4]1[C:12]2[C:7](=[CH:8][C:9]([Br:14])=[C:10]([Cl:13])[CH:11]=2)[CH:6]=[N:5]1)(=O)[CH3:2].Cl.C(=O)([O-])[O-].[K+].[K+].BrCC[CH2:25][C:26]([O:28][CH2:29][CH3:30])=[O:27]. Given the product [Br:14][C:9]1[CH:8]=[C:7]2[C:12](=[CH:11][C:10]=1[Cl:13])[N:4]([CH2:1][CH2:2][CH2:25][C:26]([O:28][CH2:29][CH3:30])=[O:27])[N:5]=[CH:6]2, predict the reactants needed to synthesize it. (8) Given the product [OH:1][CH:2]([CH:13]1[CH2:14][CH2:15][NH:16][CH2:17][CH2:18]1)[C:3]1[CH:8]=[CH:7][CH:6]=[C:5]([O:9][CH3:10])[C:4]=1[O:11][CH3:12], predict the reactants needed to synthesize it. The reactants are: [OH:1][CH:2]([C:13]1[CH:18]=[CH:17][N:16]=[CH:15][CH:14]=1)[C:3]1[CH:8]=[CH:7][CH:6]=[C:5]([O:9][CH3:10])[C:4]=1[O:11][CH3:12]. (9) The reactants are: [O:1]([C:8]1[C:9]2[NH:16][C:15](/[CH:17]=[CH:18]/[CH2:19][OH:20])=[CH:14][C:10]=2[N:11]=[CH:12][N:13]=1)[C:2]1[CH:7]=[CH:6][CH:5]=[CH:4][CH:3]=1.C(N(CC)CC)C.[C:28](Cl)(=[O:35])[C:29]1[CH:34]=[CH:33][CH:32]=[CH:31][CH:30]=1. Given the product [C:28]([O:20][CH2:19]/[CH:18]=[CH:17]/[C:15]1[NH:16][C:9]2[C:8]([O:1][C:2]3[CH:7]=[CH:6][CH:5]=[CH:4][CH:3]=3)=[N:13][CH:12]=[N:11][C:10]=2[CH:14]=1)(=[O:35])[C:29]1[CH:34]=[CH:33][CH:32]=[CH:31][CH:30]=1, predict the reactants needed to synthesize it.